Dataset: Full USPTO retrosynthesis dataset with 1.9M reactions from patents (1976-2016). Task: Predict the reactants needed to synthesize the given product. (1) Given the product [N:1]1[CH:6]=[CH:5][CH:4]=[C:3]([NH:7][C:8](=[O:19])[C:9](=[CH:27][C:26]2[CH:29]=[CH:30][C:23]([CH:20]([CH3:22])[CH3:21])=[CH:24][CH:25]=2)[C:10]([NH:12][C:13]2[CH:14]=[N:15][CH:16]=[CH:17][CH:18]=2)=[O:11])[CH:2]=1, predict the reactants needed to synthesize it. The reactants are: [N:1]1[CH:6]=[CH:5][CH:4]=[C:3]([NH:7][C:8](=[O:19])[CH2:9][C:10]([NH:12][C:13]2[CH:14]=[N:15][CH:16]=[CH:17][CH:18]=2)=[O:11])[CH:2]=1.[CH:20]([C:23]1[CH:30]=[CH:29][C:26]([CH:27]=O)=[CH:25][CH:24]=1)([CH3:22])[CH3:21]. (2) Given the product [CH3:34][C:26]1[CH:25]=[CH:30][C:29]([N+:31]([O-:33])=[O:32])=[CH:28][C:27]=1[C:2]1[CH:10]=[C:9]2[C:5]([CH:6]=[CH:7][NH:8]2)=[CH:4][CH:3]=1, predict the reactants needed to synthesize it. The reactants are: Br[C:2]1[CH:10]=[C:9]2[C:5]([CH:6]=[CH:7][NH:8]2)=[CH:4][CH:3]=1.C(=O)([O-])[O-].[K+].[K+].CC1(C)C(C)(C)OB([C:25]2[CH:30]=[C:29]([N+:31]([O-:33])=[O:32])[CH:28]=[CH:27][C:26]=2[CH3:34])O1.C(OCC)(=O)C. (3) Given the product [Cl:18][C:15]1[CH:16]=[CH:17][C:12]([C@H:9]([NH:8][C:5]2[CH:6]=[N:7][C:2]([CH3:25])=[C:3]([CH:20]([O:23][CH3:24])[O:21][CH3:22])[CH:4]=2)[CH2:10][CH3:11])=[CH:13][C:14]=1[CH3:19], predict the reactants needed to synthesize it. The reactants are: Cl[C:2]1[N:7]=[CH:6][C:5]([NH:8][C@@H:9]([C:12]2[CH:17]=[CH:16][C:15]([Cl:18])=[C:14]([CH3:19])[CH:13]=2)[CH2:10][CH3:11])=[CH:4][C:3]=1[CH:20]([O:23][CH3:24])[O:21][CH3:22].[CH2:25](Cl)Cl.[Zn](C)C. (4) The reactants are: Br[C:2]1[CH:7]=[C:6]([CH3:8])[CH:5]=[C:4]([O:9][CH3:10])[CH:3]=1.[CH3:11][N:12](C=O)C. Given the product [CH3:10][O:9][C:4]1[CH:3]=[C:2]([CH:7]=[C:6]([CH3:8])[CH:5]=1)[C:11]#[N:12], predict the reactants needed to synthesize it. (5) Given the product [C:17]([S:15]([NH:14][C:12]([CH:9]1[CH2:11][CH2:10]1)([CH3:13])[CH2:3][C:4]([O:6][CH2:7][CH3:8])=[O:5])=[O:16])([CH3:18])([CH3:19])[CH3:20], predict the reactants needed to synthesize it. The reactants are: Cl.Br[CH2:3][C:4]([O:6][CH2:7][CH3:8])=[O:5].[CH:9]1(/[C:12](=[N:14]/[S:15]([C:17]([CH3:20])([CH3:19])[CH3:18])=[O:16])/[CH3:13])[CH2:11][CH2:10]1. (6) The reactants are: Br[C:2]1[CH:3]=[CH:4][C:5]([C:8]2[CH:13]=[CH:12][C:11]([C:14]3[N:19]=[C:18]4[N:20]([CH2:33][O:34][CH2:35][CH2:36][Si:37]([CH3:40])([CH3:39])[CH3:38])[C:21]([O:23][C@H:24]5[C@H:28]6[O:29][CH2:30][C@@H:31]([OH:32])[C@H:27]6[O:26][CH2:25]5)=[N:22][C:17]4=[CH:16][C:15]=3[Cl:41])=[CH:10][CH:9]=2)=[N:6][CH:7]=1.[CH3:42][S:43]([CH3:46])(=[NH:45])=[O:44]. Given the product [Cl:41][C:15]1[CH:16]=[C:17]2[N:22]=[C:21]([O:23][C@@H:24]3[CH2:25][O:26][C@@H:27]4[C@H:31]([OH:32])[CH2:30][O:29][C@H:28]34)[N:20]([CH2:33][O:34][CH2:35][CH2:36][Si:37]([CH3:40])([CH3:39])[CH3:38])[C:18]2=[N:19][C:14]=1[C:11]1[CH:12]=[CH:13][C:8]([C:5]2[CH:4]=[CH:3][C:2]([N:45]=[S:43]([CH3:46])([CH3:42])=[O:44])=[CH:7][N:6]=2)=[CH:9][CH:10]=1, predict the reactants needed to synthesize it.